This data is from Catalyst prediction with 721,799 reactions and 888 catalyst types from USPTO. The task is: Predict which catalyst facilitates the given reaction. (1) Reactant: [CH2:1]([C@@H:6]1[CH2:8][C@H:7]1[O:9][C:10]([NH:12][C@@H:13]([CH:18]1[CH2:23][CH2:22][O:21][CH2:20][CH2:19]1)[C:14]([O:16]C)=[O:15])=[O:11])[CH2:2][CH2:3][C:4]#[CH:5].O.[OH-].[Li+].OS([O-])(=O)=O.[K+]. Product: [CH2:1]([C@@H:6]1[CH2:8][C@H:7]1[O:9][C:10]([NH:12][C@@H:13]([CH:18]1[CH2:23][CH2:22][O:21][CH2:20][CH2:19]1)[C:14]([OH:16])=[O:15])=[O:11])[CH2:2][CH2:3][C:4]#[CH:5]. The catalyst class is: 36. (2) Reactant: CC1C=CC(S(O[CH2:12][C@@H:13]2[O:18][C:17]3[C:19]([OH:28])=[C:20]([NH:23][C:24]([O:26]C)=O)[CH:21]=[CH:22][C:16]=3[O:15][CH2:14]2)(=O)=O)=CC=1.[NH:29]1[CH2:34][CH:33]=[C:32]([C:35]2[C:43]3[C:38](=[CH:39][CH:40]=[CH:41][CH:42]=3)[NH:37][CH:36]=2)[CH2:31][CH2:30]1. Product: [NH:37]1[C:38]2[C:43](=[CH:42][CH:41]=[CH:40][CH:39]=2)[C:35]([C:32]2[CH2:33][CH2:34][N:29]([CH2:12][CH:13]3[O:18][C:17]4[C:16](=[CH:22][CH:21]=[C:20]5[NH:23][C:24](=[O:26])[O:28][C:19]5=4)[O:15][CH2:14]3)[CH2:30][CH:31]=2)=[CH:36]1. The catalyst class is: 16. (3) Reactant: Br[C:2]1[C:3]2[C:29]([CH3:36])([C:30]3[CH:35]=[CH:34][CH:33]=[CH:32][CH:31]=3)[C:28](=[O:37])[NH:27][C:4]=2[N:5]=[C:6]([C:8]2[C:16]3[C:11](=[CH:12][C:13]([Cl:17])=[CH:14][CH:15]=3)[N:10]([CH2:18][CH2:19][C:20]([F:26])([F:25])[C:21]([F:24])([F:23])[F:22])[N:9]=2)[N:7]=1.[CH3:38][NH2:39]. Product: [Cl:17][C:13]1[CH:12]=[C:11]2[C:16]([C:8]([C:6]3[N:7]=[C:2]([NH:39][CH3:38])[C:3]4[C:29]([CH3:36])([C:30]5[CH:31]=[CH:32][CH:33]=[CH:34][CH:35]=5)[C:28](=[O:37])[NH:27][C:4]=4[N:5]=3)=[N:9][N:10]2[CH2:18][CH2:19][C:20]([F:26])([F:25])[C:21]([F:24])([F:22])[F:23])=[CH:15][CH:14]=1. The catalyst class is: 1. (4) The catalyst class is: 427. Product: [CH2:15]([C:2]1[CH:11]=[CH:10][C:9]2[C:4](=[C:5]([F:12])[CH:6]=[CH:7][CH:8]=2)[C:3]=1[CH:13]=[O:14])[CH3:16]. Reactant: Br[C:2]1[CH:11]=[CH:10][C:9]2[C:4](=[C:5]([F:12])[CH:6]=[CH:7][CH:8]=2)[C:3]=1[CH:13]=[O:14].[CH2:15]([Sn](CC)(CC)CC)[CH3:16].O. (5) Reactant: [N:1]1[C:10]2[C:5](=[CH:6][CH:7]=[CH:8][CH:9]=2)[N:4]=[CH:3][C:2]=1[C:11]1[CH:12]=[C:13]([NH2:17])[CH:14]=[CH:15][CH:16]=1.[CH3:18][N:19]=[C:20]=[S:21]. Product: [CH3:18][NH:19][C:20]([NH:17][C:13]1[CH:14]=[CH:15][CH:16]=[C:11]([C:2]2[CH:3]=[N:4][C:5]3[C:10](=[CH:9][CH:8]=[CH:7][CH:6]=3)[N:1]=2)[CH:12]=1)=[S:21]. The catalyst class is: 11. (6) Reactant: [OH:1][C:2]1[CH:9]=[C:8]([OH:10])[CH:7]=[CH:6][C:3]=1[CH:4]=[O:5].C(=O)([O-])[O-].[Cs+].[Cs+].[CH3:17][O:18][CH2:19]Cl.O. Product: [OH:1][C:2]1[CH:9]=[C:8]([O:10][CH2:17][O:18][CH3:19])[CH:7]=[CH:6][C:3]=1[CH:4]=[O:5]. The catalyst class is: 10.